This data is from Reaction yield outcomes from USPTO patents with 853,638 reactions. The task is: Predict the reaction yield, written as a fraction of the theoretical maximum amount of product (1.0 means a 100% yield; for example, 0.34 means a 34% yield). (1) The catalyst is C(O)C. The reactants are C(OC([N:8]1[C:16]2[C:11](=[CH:12][CH:13]=[C:14]([N:17]([CH3:28])[S:18]([C:21]3[CH:26]=[CH:25][C:24]([CH3:27])=[CH:23][CH:22]=3)(=[O:20])=[O:19])[CH:15]=2)[CH:10]=[C:9]1[C:29]1[CH:34]=[C:33]([C:35]2[CH:40]=[CH:39][N:38]=[CH:37][CH:36]=2)[N:32]=[N:31][C:30]=1[O:41]C)=O)(C)(C)C.[OH-].[Na+]. The product is [CH3:27][C:24]1[CH:25]=[CH:26][C:21]([S:18]([N:17]([CH3:28])[C:14]2[CH:15]=[C:16]3[C:11]([CH:10]=[C:9]([C:29]4[C:30](=[O:41])[NH:31][N:32]=[C:33]([C:35]5[CH:36]=[CH:37][N:38]=[CH:39][CH:40]=5)[CH:34]=4)[NH:8]3)=[CH:12][CH:13]=2)(=[O:20])=[O:19])=[CH:22][CH:23]=1. The yield is 0.390. (2) The product is [CH3:4][C:3]1([CH3:5])[CH:2]([C:7]([OH:9])=[O:8])[NH:1][C:12]([C:13]([OH:15])=[O:14])=[CH:11][S:6]1. The reactants are [NH2:1][C@H:2]([C:7]([OH:9])=[O:8])[C:3]([SH:6])([CH3:5])[CH3:4].Br[CH2:11][C:12](=O)[C:13]([O:15]CC)=[O:14].C(=O)(O)[O-].[Na+]. The catalyst is O.C(#N)C. The yield is 0.310. (3) The reactants are [NH2:1][C:2]1[N:7]=[CH:6][N:5]=[C:4]2[N:8]([CH2:25][C@H:26]([NH:28][C:29](=[O:45])[C:30]([C:43]#[N:44])=[CH:31][C:32]([NH:35]C(=O)OC(C)(C)C)([CH3:34])[CH3:33])[CH3:27])[N:9]=[C:10]([C:11]3[CH:16]=[CH:15][C:14]([O:17][C:18]4[CH:23]=[CH:22][CH:21]=[CH:20][CH:19]=4)=[CH:13][C:12]=3[F:24])[C:3]=12.[ClH:46].C(OCC)C. The catalyst is CO.O1CCOCC1. The product is [ClH:46].[NH2:35][C:32]([CH3:33])([CH3:34])[CH:31]=[C:30]([C:43]#[N:44])[C:29]([NH:28][C@H:26]([CH3:27])[CH2:25][N:8]1[C:4]2=[N:5][CH:6]=[N:7][C:2]([NH2:1])=[C:3]2[C:10]([C:11]2[CH:16]=[CH:15][C:14]([O:17][C:18]3[CH:23]=[CH:22][CH:21]=[CH:20][CH:19]=3)=[CH:13][C:12]=2[F:24])=[N:9]1)=[O:45]. The yield is 0.950.